The task is: Predict the reactants needed to synthesize the given product.. This data is from Full USPTO retrosynthesis dataset with 1.9M reactions from patents (1976-2016). Given the product [Br:1][C:8]1[N:7]=[C:6]([N+:3]([O-:5])=[O:4])[C:11]([OH:12])=[CH:10][CH:9]=1, predict the reactants needed to synthesize it. The reactants are: [Br:1]Br.[N+:3]([C:6]1[C:11]([OH:12])=[CH:10][CH:9]=[CH:8][N:7]=1)([O-:5])=[O:4].O(C)[Na].CC(O)=O.